From a dataset of Full USPTO retrosynthesis dataset with 1.9M reactions from patents (1976-2016). Predict the reactants needed to synthesize the given product. (1) Given the product [CH:1]1([CH2:7][O:8][C:9]2[CH:10]=[C:11]([CH:15]=[CH:16][CH:17]=2)[C:12]([NH:32][CH:33]2[CH:34]3[CH2:42][CH:38]4[CH2:37][C:36]([CH2:43][OH:44])([CH2:41][CH:40]2[CH2:39]4)[CH2:35]3)=[O:14])[CH2:2][CH2:3][CH2:4][CH2:5][CH2:6]1, predict the reactants needed to synthesize it. The reactants are: [CH:1]1([CH2:7][O:8][C:9]2[CH:10]=[C:11]([CH:15]=[CH:16][CH:17]=2)[C:12]([OH:14])=O)[CH2:6][CH2:5][CH2:4][CH2:3][CH2:2]1.C1C=CC2N(O)N=NC=2C=1.C(Cl)CCl.[NH2:32][CH:33]1[CH:40]2[CH2:41][C:36]3([CH2:43][OH:44])[CH2:37][CH:38]([CH2:42][CH:34]1[CH2:35]3)[CH2:39]2.CCN(C(C)C)C(C)C. (2) Given the product [Br:1][C:2]1[CH:7]=[CH:6][CH:5]=[CH:4][C:3]=1[CH2:8][C:9]#[C:10][C:11]1[CH:12]=[CH:13][CH:14]=[CH:15][CH:16]=1, predict the reactants needed to synthesize it. The reactants are: [Br:1][C:2]1[CH:7]=[CH:6][CH:5]=[CH:4][C:3]=1[CH:8](O)[C:9]#[C:10][C:11]1[CH:16]=[CH:15][CH:14]=[CH:13][CH:12]=1. (3) The reactants are: [CH2:1]([Li])CCC.C(NC(C)C)(C)C.CN1C(=O)N(C)CCC1.[CH3:22]/[C:23](=[CH:31]\[C:32]1[CH:37]=[CH:36][C:35]([CH3:38])=[CH:34][CH:33]=1)/[CH2:24][CH2:25][C:26]([O:28][CH2:29][CH3:30])=[O:27].CI. Given the product [CH3:1][CH:25]([CH2:24]/[C:23](/[CH3:22])=[CH:31]/[C:32]1[CH:37]=[CH:36][C:35]([CH3:38])=[CH:34][CH:33]=1)[C:26]([O:28][CH2:29][CH3:30])=[O:27], predict the reactants needed to synthesize it. (4) The reactants are: [Br:1][C:2]1[C:3]([NH:10][C:11]2[CH2:12][N:13]([CH:17]([CH3:19])[CH3:18])[C:14](=[O:16])[CH:15]=2)=[C:4]([CH:7]=[CH:8][CH:9]=1)[C:5]#[N:6].CC(C)([O-])C.[Na+]. Given the product [NH2:6][C:5]1[C:4]2[CH:7]=[CH:8][CH:9]=[C:2]([Br:1])[C:3]=2[N:10]=[C:11]2[CH2:12][N:13]([CH:17]([CH3:19])[CH3:18])[C:14](=[O:16])[C:15]=12, predict the reactants needed to synthesize it. (5) Given the product [CH3:66][C:65]1[C:6]([C:7]2[C:16]3[O:15][CH2:14][CH:13]([C:17]4[CH:27]=[CH:26][CH:25]=[CH:24][C:18]=4[O:19][CH2:20][C:21]([NH:34][CH2:33][CH3:32])=[O:22])[N:12]4[C:28](=[O:30])[NH:29][C:10]([C:11]=34)=[CH:9][CH:8]=2)=[C:5]([CH3:31])[O:4][N:67]=1, predict the reactants needed to synthesize it. The reactants are: CC1[C:6]([C:7]2[C:16]3[O:15][CH2:14][CH:13]([C:17]4[CH:27]=[CH:26][CH:25]=[CH:24][C:18]=4[O:19][CH2:20][C:21](O)=[O:22])[N:12]4[C:28](=[O:30])[NH:29][C:10]([C:11]=34)=[CH:9][CH:8]=2)=[C:5]([CH3:31])[O:4]N=1.[CH3:32][CH2:33][N:34](C(C)C)C(C)C.CN(C(ON1N=NC2C=CC=NC1=2)=[N+](C)C)C.F[P-](F)(F)(F)(F)F.[CH2:65]([NH2:67])[CH3:66]. (6) The reactants are: [CH2:1]([O:5][C:6](=[O:12])[C:7](=[CH2:11])[C@@H:8]([OH:10])[CH3:9])[CH2:2][CH2:3][CH3:4].C(OC(=O)C(=C)[C@H](OC(=O)C)C)CCC. Given the product [CH2:1]([O:5][C:6](=[O:12])[CH:7]([CH3:11])[CH:8]([OH:10])[CH3:9])[CH2:2][CH2:3][CH3:4], predict the reactants needed to synthesize it.